From a dataset of Forward reaction prediction with 1.9M reactions from USPTO patents (1976-2016). Predict the product of the given reaction. (1) Given the reactants [OH:1][CH2:2][C@H:3]1[CH2:7][CH2:6][CH2:5][N:4]1[C:8]([O:10][C:11]([CH3:14])([CH3:13])[CH3:12])=[O:9].C([O-])([O-])=O.[Cs+].[Cs+].Cl[C:22]1[C:31]2[C:26](=[CH:27][CH:28]=[CH:29][CH:30]=2)[CH:25]=[C:24]([C:32]#[N:33])[N:23]=1, predict the reaction product. The product is: [C:32]([C:24]1[N:23]=[C:22]([O:1][CH2:2][C@H:3]2[CH2:7][CH2:6][CH2:5][N:4]2[C:8]([O:10][C:11]([CH3:14])([CH3:13])[CH3:12])=[O:9])[C:31]2[C:26]([CH:25]=1)=[CH:27][CH:28]=[CH:29][CH:30]=2)#[N:33]. (2) Given the reactants [Cl:1][C:2]1[CH:3]=[CH:4][C:5]([N:10]2[CH:14]=[N:13][N:12]=[N:11]2)=[C:6]([CH:9]=1)[C:7]#[N:8].N, predict the reaction product. The product is: [Cl:1][C:2]1[CH:3]=[CH:4][C:5]([N:10]2[CH:14]=[N:13][N:12]=[N:11]2)=[C:6]([CH:9]=1)[CH2:7][NH2:8]. (3) Given the reactants [CH3:1][NH:2][NH2:3].O=[C:5]([CH3:18])[CH2:6][C:7]1[O:8][C:9](=[O:17])[C:10]2[CH:16]=[CH:15][CH:14]=[CH:13][C:11]=2[N:12]=1.C(=O)([O-])[O-].[Na+].[Na+].Cl, predict the reaction product. The product is: [CH3:1][N:2]1[C:7]([NH:12][C:11]2[C:10](=[CH:16][CH:15]=[CH:14][CH:13]=2)[C:9]([OH:17])=[O:8])=[CH:6][C:5]([CH3:18])=[N:3]1. (4) Given the reactants C(O)(C(F)(F)F)=O.C(OC([NH:15][CH2:16][C:17]1([CH2:23][N:24]2[C:32]3[C:27](=[CH:28][CH:29]=[C:30]([C:33]([O:35][CH2:36][CH3:37])=[O:34])[CH:31]=3)[CH:26]=[C:25]2[C:38]([O:40][CH2:41][CH3:42])=[O:39])[CH2:22][CH2:21][O:20][CH2:19][CH2:18]1)=O)(C)(C)C, predict the reaction product. The product is: [NH2:15][CH2:16][C:17]1([CH2:23][N:24]2[C:32]3[C:27](=[CH:28][CH:29]=[C:30]([C:33]([O:35][CH2:36][CH3:37])=[O:34])[CH:31]=3)[CH:26]=[C:25]2[C:38]([O:40][CH2:41][CH3:42])=[O:39])[CH2:18][CH2:19][O:20][CH2:21][CH2:22]1. (5) Given the reactants CCN([CH:7]([CH3:9])C)C(C)C.[ClH:10].Cl.[C:12]1([C:18]2[C:19]([N:33]3[CH2:38][CH2:37][NH:36][CH2:35][CH2:34]3)=[C:20]3[C:26]([O:27][CH2:28][C@@H:29]([OH:32])[CH2:30][OH:31])=[N:25][NH:24][C:21]3=[N:22][CH:23]=2)[CH:17]=[CH:16][CH:15]=[CH:14][CH:13]=1.[C:39]([O:43][C:44]([N:46]1[CH2:50][CH2:49][CH2:48][C@H:47]1[CH2:51][C:52](O)=O)=[O:45])([CH3:42])([CH3:41])[CH3:40].CN([C:58]([O:62]N1N=NC2C=CC=CC1=2)=[N+](C)C)C.[B-](F)(F)(F)F, predict the reaction product. The product is: [Cl:10][C:52]1[CH:51]=[CH:47][C:48]([CH2:49][C@@H:50]([NH:46][C:44](=[O:45])[O:43][C:39]([CH3:40])([CH3:41])[CH3:42])[C:58]([N:36]2[CH2:35][CH2:34][N:33]([C:19]3[C:18]([C:12]4[CH:17]=[CH:16][CH:15]=[CH:14][CH:13]=4)=[CH:23][N:22]=[C:21]4[NH:24][N:25]=[C:26]([O:27][CH2:28][C@@H:29]([OH:32])[CH2:30][OH:31])[C:20]=34)[CH2:38][CH2:37]2)=[O:62])=[CH:9][CH:7]=1. (6) The product is: [CH3:35][S:36]([OH:39])(=[O:38])=[O:37].[F:1][C:2]1[CH:7]=[C:6]([F:8])[CH:5]=[CH:4][C:3]=1[C:9]1[NH:13][C:12]([C:14]2([CH3:18])[CH2:17][O:16][CH2:15]2)=[N:11][C:10]=1[C:19]1[N:24]=[C:23]2[O:25][C:26]([NH:28][C@@H:29]([CH3:34])[CH2:30][CH2:31][O:32][CH3:33])=[N:27][C:22]2=[CH:21][CH:20]=1. Given the reactants [F:1][C:2]1[CH:7]=[C:6]([F:8])[CH:5]=[CH:4][C:3]=1[C:9]1[NH:13][C:12]([C:14]2([CH3:18])[CH2:17][O:16][CH2:15]2)=[N:11][C:10]=1[C:19]1[N:24]=[C:23]2[O:25][C:26]([NH:28][C@@H:29]([CH3:34])[CH2:30][CH2:31][O:32][CH3:33])=[N:27][C:22]2=[CH:21][CH:20]=1.[CH3:35][S:36]([OH:39])(=[O:38])=[O:37], predict the reaction product. (7) Given the reactants [Br:1][C:2]1[CH:3]=[C:4]([OH:8])[CH:5]=[CH:6][CH:7]=1.S(=O)(=O)(O)O.C([O-])(O)=O.[Na+].[C:19](OC(=O)C)(=[O:21])[CH3:20], predict the reaction product. The product is: [C:19]([O:8][C:4]1[CH:5]=[CH:6][CH:7]=[C:2]([Br:1])[CH:3]=1)(=[O:21])[CH3:20].